Dataset: Catalyst prediction with 721,799 reactions and 888 catalyst types from USPTO. Task: Predict which catalyst facilitates the given reaction. Reactant: [CH3:1][N:2]1[CH2:7][CH2:6][C:5]([CH2:14][NH2:15])([C:8]2[CH:13]=[CH:12][CH:11]=[CH:10][CH:9]=2)[CH2:4][CH2:3]1.[C:16]([C:18]1[C:19]([O:33][CH3:34])=[C:20]([C:30](Cl)=[O:31])[C:21]2[C:26]([C:27]=1[O:28][CH3:29])=[CH:25][CH:24]=[CH:23][CH:22]=2)#[N:17]. Product: [CH3:1][N:2]1[CH2:7][CH2:6][C:5]([C:8]2[CH:13]=[CH:12][CH:11]=[CH:10][CH:9]=2)([CH2:14][NH:15][C:30]([C:20]2[C:21]3[C:26](=[CH:25][CH:24]=[CH:23][CH:22]=3)[C:27]([O:28][CH3:29])=[C:18]([C:16]#[N:17])[C:19]=2[O:33][CH3:34])=[O:31])[CH2:4][CH2:3]1. The catalyst class is: 28.